This data is from NCI-60 drug combinations with 297,098 pairs across 59 cell lines. The task is: Regression. Given two drug SMILES strings and cell line genomic features, predict the synergy score measuring deviation from expected non-interaction effect. (1) Drug 1: CC1=C(C=C(C=C1)NC2=NC=CC(=N2)N(C)C3=CC4=NN(C(=C4C=C3)C)C)S(=O)(=O)N.Cl. Drug 2: CC1=C2C(C(=O)C3(C(CC4C(C3C(C(C2(C)C)(CC1OC(=O)C(C(C5=CC=CC=C5)NC(=O)OC(C)(C)C)O)O)OC(=O)C6=CC=CC=C6)(CO4)OC(=O)C)O)C)O. Cell line: PC-3. Synergy scores: CSS=38.0, Synergy_ZIP=14.3, Synergy_Bliss=12.2, Synergy_Loewe=-8.68, Synergy_HSA=12.4. (2) Drug 1: C1C(C(OC1N2C=NC3=C(N=C(N=C32)Cl)N)CO)O. Drug 2: CN1C2=C(C=C(C=C2)N(CCCl)CCCl)N=C1CCCC(=O)O.Cl. Cell line: UO-31. Synergy scores: CSS=19.3, Synergy_ZIP=-0.0566, Synergy_Bliss=0.693, Synergy_Loewe=-37.5, Synergy_HSA=-1.17. (3) Drug 1: CS(=O)(=O)OCCCCOS(=O)(=O)C. Cell line: IGROV1. Drug 2: CC1C(C(CC(O1)OC2CC(CC3=C2C(=C4C(=C3O)C(=O)C5=C(C4=O)C(=CC=C5)OC)O)(C(=O)CO)O)N)O.Cl. Synergy scores: CSS=32.9, Synergy_ZIP=0.500, Synergy_Bliss=-5.32, Synergy_Loewe=-28.9, Synergy_HSA=-4.72. (4) Drug 1: CCC1=CC2CC(C3=C(CN(C2)C1)C4=CC=CC=C4N3)(C5=C(C=C6C(=C5)C78CCN9C7C(C=CC9)(C(C(C8N6C)(C(=O)OC)O)OC(=O)C)CC)OC)C(=O)OC.C(C(C(=O)O)O)(C(=O)O)O. Drug 2: C1CN1P(=S)(N2CC2)N3CC3. Cell line: MDA-MB-435. Synergy scores: CSS=29.5, Synergy_ZIP=-5.05, Synergy_Bliss=-11.4, Synergy_Loewe=-45.0, Synergy_HSA=-11.2. (5) Drug 1: CC1C(C(CC(O1)OC2CC(OC(C2O)C)OC3=CC4=CC5=C(C(=O)C(C(C5)C(C(=O)C(C(C)O)O)OC)OC6CC(C(C(O6)C)O)OC7CC(C(C(O7)C)O)OC8CC(C(C(O8)C)O)(C)O)C(=C4C(=C3C)O)O)O)O. Drug 2: CNC(=O)C1=NC=CC(=C1)OC2=CC=C(C=C2)NC(=O)NC3=CC(=C(C=C3)Cl)C(F)(F)F. Cell line: MDA-MB-231. Synergy scores: CSS=38.8, Synergy_ZIP=1.34, Synergy_Bliss=-1.17, Synergy_Loewe=-41.0, Synergy_HSA=-2.05. (6) Cell line: SW-620. Drug 1: CC12CCC3C(C1CCC2=O)CC(=C)C4=CC(=O)C=CC34C. Drug 2: C1=NC2=C(N1)C(=S)N=CN2. Synergy scores: CSS=28.2, Synergy_ZIP=-3.72, Synergy_Bliss=-3.44, Synergy_Loewe=-9.17, Synergy_HSA=-3.02.